Predict the product of the given reaction. From a dataset of Forward reaction prediction with 1.9M reactions from USPTO patents (1976-2016). (1) Given the reactants [C:1]([O:4][CH2:5][C:6]1[C:7]([N:13]2[CH2:25][CH2:24][N:16]3[C:17]4[CH2:18][CH2:19][CH2:20][CH2:21][C:22]=4[CH:23]=[C:15]3[C:14]2=[O:26])=[N:8][CH:9]=[CH:10][C:11]=1Cl)(=[O:3])[CH3:2].[B:27]1([B:27]2[O:31][C:30]([CH3:33])([CH3:32])[C:29]([CH3:35])([CH3:34])[O:28]2)[O:31][C:30]([CH3:33])([CH3:32])[C:29]([CH3:35])([CH3:34])[O:28]1.CC(C1C=C(C(C)C)C(C2C=CC=CC=2P(C2CCCCC2)C2CCCCC2)=C(C(C)C)C=1)C.C(O[K])(C)=O, predict the reaction product. The product is: [C:1]([O:4][CH2:5][C:6]1[C:7]([N:13]2[CH2:25][CH2:24][N:16]3[C:17]4[CH2:18][CH2:19][CH2:20][CH2:21][C:22]=4[CH:23]=[C:15]3[C:14]2=[O:26])=[N:8][CH:9]=[CH:10][C:11]=1[B:27]1[O:31][C:30]([CH3:33])([CH3:32])[C:29]([CH3:35])([CH3:34])[O:28]1)(=[O:3])[CH3:2]. (2) Given the reactants [Br:1][C:2]1[CH:3]=[C:4]([CH:8]=[CH:9][C:10]=1[CH2:11]Br)[C:5]([OH:7])=[O:6].Cl.[OH2:14], predict the reaction product. The product is: [Br:1][C:2]1[CH:3]=[C:4]([CH:8]=[CH:9][C:10]=1[CH2:11][OH:14])[C:5]([OH:7])=[O:6].